From a dataset of Reaction yield outcomes from USPTO patents with 853,638 reactions. Predict the reaction yield, written as a fraction of the theoretical maximum amount of product (1.0 means a 100% yield; for example, 0.34 means a 34% yield). (1) The reactants are [CH3:1][C:2]1[N:11]([C:12]2[CH:17]=[CH:16][C:15]([OH:18])=[CH:14][CH:13]=2)[C:10](=[O:19])[C:9]2[C:4](=[CH:5][CH:6]=[CH:7][CH:8]=2)[N:3]=1.[N:20]1([CH2:26][CH2:27]O)[CH2:25][CH2:24][CH2:23][CH2:22][CH2:21]1.C1(P(C2C=CC=CC=2)C2C=CC=CC=2)C=CC=CC=1.CCOC(/N=N/C(OCC)=O)=O. The catalyst is O1CCCC1. The product is [CH3:1][C:2]1[N:11]([C:12]2[CH:17]=[CH:16][C:15]([O:18][CH2:27][CH2:26][N:20]3[CH2:25][CH2:24][CH2:23][CH2:22][CH2:21]3)=[CH:14][CH:13]=2)[C:10](=[O:19])[C:9]2[C:4](=[CH:5][CH:6]=[CH:7][CH:8]=2)[N:3]=1. The yield is 0.00860. (2) The reactants are [C:1]([C:4]1[C:9]([OH:10])=[CH:8][C:7](OS(C(F)(F)F)(=O)=O)=[CH:6][C:5]=1[OH:19])(=[O:3])[CH3:2].[NH:20]1[CH2:25][CH2:24][O:23][CH2:22][CH2:21]1.C1(C2C=CC=CC=2)C=CC=CC=1P(C(C)(C)C)C(C)(C)C.[O-]P([O-])([O-])=O.[K+].[K+].[K+]. The catalyst is C1COCC1.[Pd].[Pd].C(=CC(C=CC1C=CC=CC=1)=O)C1C=CC=CC=1.C(=CC(C=CC1C=CC=CC=1)=O)C1C=CC=CC=1.C(=CC(C=CC1C=CC=CC=1)=O)C1C=CC=CC=1. The product is [OH:19][C:5]1[CH:6]=[C:7]([N:20]2[CH2:25][CH2:24][O:23][CH2:22][CH2:21]2)[CH:8]=[C:9]([OH:10])[C:4]=1[C:1](=[O:3])[CH3:2]. The yield is 0.600. (3) The reactants are C([N:4]1[C:9](=[O:10])[NH:8][C:7](=[O:11])[C:6]([CH3:12])=[N:5]1)(=O)C.N1C=CC=CC=1.[C:19](Cl)(=[O:26])[C:20]1[CH:25]=[CH:24][CH:23]=[CH:22][CH:21]=1. The catalyst is O1CCOCC1. The product is [CH3:12][C:6]1[C:7](=[O:11])[N:8]([C:19]([C:20]2[CH:25]=[CH:24][CH:23]=[CH:22][CH:21]=2)=[O:26])[C:9](=[O:10])[NH:4][N:5]=1. The yield is 0.670. (4) The reactants are [H-].[Li+].[O:3]=[C:4]1[C:9]([C:10]([O:12][CH3:13])=[O:11])=C[CH:7]=[CH:6][NH:5]1.Br[CH2:15][CH:16]1[CH2:18][CH2:17]1.C[N:20](C=O)C. The catalyst is CCOC(C)=O. The product is [CH:18]1([CH2:17][N:5]2[CH:6]=[CH:7][N:20]=[C:9]([C:10]([O:12][CH3:13])=[O:11])[C:4]2=[O:3])[CH2:16][CH2:15]1. The yield is 0.640. (5) The reactants are [Si]([O:8][CH2:9][CH2:10][CH2:11][CH2:12][O:13][C:14]1[CH:19]=[CH:18][C:17]([C:20]2[CH:25]=[CH:24][C:23]([C:26]([O:28][CH2:29][CH3:30])=[O:27])=[CH:22][CH:21]=2)=[CH:16][C:15]=1[C:31]1[CH:36]=[CH:35][C:34]([N:37]2[CH2:41][CH2:40][CH2:39][CH2:38]2)=[C:33]([C:42]([F:45])([F:44])[F:43])[CH:32]=1)(C(C)(C)C)(C)C.[F-].C([N+](CCCC)(CCCC)CCCC)CCC. No catalyst specified. The product is [OH:8][CH2:9][CH2:10][CH2:11][CH2:12][O:13][C:14]1[CH:19]=[CH:18][C:17]([C:20]2[CH:25]=[CH:24][C:23]([C:26]([O:28][CH2:29][CH3:30])=[O:27])=[CH:22][CH:21]=2)=[CH:16][C:15]=1[C:31]1[CH:36]=[CH:35][C:34]([N:37]2[CH2:41][CH2:40][CH2:39][CH2:38]2)=[C:33]([C:42]([F:45])([F:43])[F:44])[CH:32]=1. The yield is 0.970. (6) The reactants are [CH2:1]([O:3][C:4]1[N:8]([CH2:9][C:10]2[CH:15]=[CH:14][C:13]([C:16]3[CH:21]=[CH:20][CH:19]=[CH:18][C:17]=3[C:22]3[NH:26][C:25](=[O:27])[O:24][N:23]=3)=[CH:12][CH:11]=2)[C:7]2[C:28]([C:32]([OH:34])=[O:33])=[CH:29][CH:30]=[CH:31][C:6]=2[N:5]=1)[CH3:2].Cl[CH:36]1[CH2:40][O:39][C:38](=[O:41])[O:37]1.C(N(CC)CC)C. The catalyst is CN(C=O)C. The product is [CH2:1]([O:3][C:4]1[N:8]([CH2:9][C:10]2[CH:11]=[CH:12][C:13]([C:16]3[CH:21]=[CH:20][CH:19]=[CH:18][C:17]=3[C:22]3[NH:26][C:25](=[O:27])[O:24][N:23]=3)=[CH:14][CH:15]=2)[C:7]2[C:28]([C:32]([O:34][CH:36]3[CH2:40][O:39][C:38](=[O:41])[O:37]3)=[O:33])=[CH:29][CH:30]=[CH:31][C:6]=2[N:5]=1)[CH3:2]. The yield is 0.220. (7) The product is [ClH:37].[F:1][C:2]1[CH:3]=[C:4]2[C:17](=[C:18]([F:20])[CH:19]=1)[C:16]1[C:7](=[C:8]3[C:13](=[CH:14][CH:15]=1)[CH:12]=[C:11]([OH:21])[CH:10]=[CH:9]3)[CH:6]([C:22]1[CH:23]=[CH:24][C:25]([O:28][CH2:29][CH2:30][N:31]3[CH2:32][CH2:33][CH2:34][CH2:35][CH2:36]3)=[CH:26][CH:27]=1)[O:5]2. The catalyst is ClCCl. The yield is 1.00. The reactants are [F:1][C:2]1[CH:3]=[C:4]2[C:17](=[C:18]([F:20])[CH:19]=1)[C:16]1[C:7](=[C:8]3[C:13](=[CH:14][CH:15]=1)[CH:12]=[C:11]([OH:21])[CH:10]=[CH:9]3)[CH:6]([C:22]1[CH:27]=[CH:26][C:25]([O:28][CH2:29][CH2:30][N:31]3[CH2:36][CH2:35][CH2:34][CH2:33][CH2:32]3)=[CH:24][CH:23]=1)[O:5]2.[ClH:37]. (8) The reactants are [CH2:1]([O:8][N:9]([CH2:24][C:25]1[C:30]([O:31][CH3:32])=[CH:29][C:28]([O:33][CH3:34])=[CH:27][C:26]=1[O:35][CH3:36])[C:10](=[O:23])[CH2:11][CH2:12][CH:13]1[C:18](=[O:19])[O:17][C:16]([CH3:21])([CH3:20])[O:15][C:14]1=[O:22])[C:2]1[CH:7]=[CH:6][CH:5]=[CH:4][CH:3]=1.Br[CH2:38][C:39]1[CH:48]=[CH:47][C:42]([C:43]([O:45][CH3:46])=[O:44])=[CH:41][CH:40]=1.C(=O)([O-])[O-].[K+].[K+]. The catalyst is [Cl-].C([N+](CC)(CC)CC)C1C=CC=CC=1.C(#N)C. The product is [CH2:1]([O:8][N:9]([CH2:24][C:25]1[C:26]([O:35][CH3:36])=[CH:27][C:28]([O:33][CH3:34])=[CH:29][C:30]=1[O:31][CH3:32])[C:10](=[O:23])[CH2:11][CH2:12][C:13]1([CH2:38][C:39]2[CH:40]=[CH:41][C:42]([C:43]([O:45][CH3:46])=[O:44])=[CH:47][CH:48]=2)[C:14](=[O:22])[O:15][C:16]([CH3:21])([CH3:20])[O:17][C:18]1=[O:19])[C:2]1[CH:3]=[CH:4][CH:5]=[CH:6][CH:7]=1. The yield is 0.780.